Dataset: Catalyst prediction with 721,799 reactions and 888 catalyst types from USPTO. Task: Predict which catalyst facilitates the given reaction. (1) Reactant: [NH2:1][C:2](=[O:15])/[C:3](/[C:13]#[N:14])=[N:4]/[NH:5][C:6]1[CH:11]=[CH:10][CH:9]=[CH:8][C:7]=1[Br:12].[Al+3].[Cl-].[Cl-].[Cl-].[Cl:20]C1C=CC=CC=1. Product: [ClH:20].[NH2:14][C:13]1[C:11]2[C:6](=[C:7]([Br:12])[CH:8]=[CH:9][CH:10]=2)[N:5]=[N:4][C:3]=1[C:2]([NH2:1])=[O:15]. The catalyst class is: 33. (2) Reactant: [CH3:1][N:2]1[N:7]=[C:6]([Cl:8])[CH:5]=[C:4]([N:9]2[CH2:14][CH2:13][O:12][CH2:11][CH2:10]2)[NH:3]1.C([Li])CCC.[O:20]1[CH2:22][CH2:21]1. Product: [Cl:8][C:6]1[CH:5]=[C:4]([N:9]2[CH2:10][CH2:11][O:12][CH2:13][CH2:14]2)[NH:3][N:2]([CH2:1][CH2:22][CH2:21][OH:20])[N:7]=1. The catalyst class is: 7. (3) Reactant: [F:1][C:2]1[CH:3]=[C:4]([CH:8]2[CH2:12][CH2:11][CH2:10][N:9]2[C:13]2[CH:18]=[CH:17][N:16]3[N:19]=[CH:20][C:21]([C:22]([NH:24][NH:25][C:26](=O)[CH:27]([CH3:29])[CH3:28])=O)=[C:15]3[N:14]=2)[CH:5]=[N:6][CH:7]=1.P12(SP3(SP(SP(S3)(S1)=S)(=S)S2)=S)=[S:32].C([O-])([O-])=O.[Na+].[Na+]. Product: [F:1][C:2]1[CH:3]=[C:4]([CH:8]2[CH2:12][CH2:11][CH2:10][N:9]2[C:13]2[CH:18]=[CH:17][N:16]3[N:19]=[CH:20][C:21]([C:22]4[S:32][C:26]([CH:27]([CH3:29])[CH3:28])=[N:25][N:24]=4)=[C:15]3[N:14]=2)[CH:5]=[N:6][CH:7]=1. The catalyst class is: 270. (4) Reactant: [Cl:1][C:2]1[C:10]([F:11])=[C:9]2[C:5]([C:6](=[O:13])[C:7](=[O:12])[NH:8]2)=[CH:4][CH:3]=1.ClC(Cl)([O:17]C(=O)OC(Cl)(Cl)Cl)Cl. Product: [Cl:1][C:2]1[CH:3]=[CH:4][C:5]2[C:6](=[O:13])[O:12][C:7](=[O:17])[NH:8][C:9]=2[C:10]=1[F:11]. The catalyst class is: 1. (5) Reactant: [F:1][C:2]1[CH:7]=[CH:6][C:5]([C:8]2[CH:18]=[C:11]3[CH:12]=[CH:13][C:14]([C:16]#[N:17])=[CH:15][N:10]3[N:9]=2)=[CH:4][CH:3]=1.[OH-].[Na+].[C:21](OC(=O)C)(=[O:23])[CH3:22]. Product: [F:1][C:2]1[CH:3]=[CH:4][C:5]([C:8]2[C:18]([C:21](=[O:23])[CH3:22])=[C:11]3[CH:12]=[CH:13][C:14]([C:16]#[N:17])=[CH:15][N:10]3[N:9]=2)=[CH:6][CH:7]=1. The catalyst class is: 65. (6) Reactant: [CH:1]1([C:4]2[CH:5]=[C:6]([CH3:36])[C:7](=[O:35])[N:8]([CH2:20][CH2:21][C:22]3[CH:34]=[CH:33][C:25]([C:26]([O:28]C(C)(C)C)=[O:27])=[CH:24][CH:23]=3)[C:9]=2[CH2:10][N:11]2[CH2:15][CH2:14][CH2:13][C@@H:12]2[CH2:16][CH:17]([CH3:19])[CH3:18])[CH2:3][CH2:2]1.FC(F)(F)C(O)=O. Product: [CH:1]1([C:4]2[CH:5]=[C:6]([CH3:36])[C:7](=[O:35])[N:8]([CH2:20][CH2:21][C:22]3[CH:23]=[CH:24][C:25]([C:26]([OH:28])=[O:27])=[CH:33][CH:34]=3)[C:9]=2[CH2:10][N:11]2[CH2:15][CH2:14][CH2:13][C@@H:12]2[CH2:16][CH:17]([CH3:18])[CH3:19])[CH2:2][CH2:3]1. The catalyst class is: 2. (7) Reactant: Cl[C:2]1[C:7]([NH2:8])=[CH:6][CH:5]=[CH:4][N:3]=1.[S-:9][C:10]#[N:11].[NH4+].Cl. Product: [N:8]1[C:7]2[C:2](=[N:3][CH:4]=[CH:5][CH:6]=2)[S:9][C:10]=1[NH2:11]. The catalyst class is: 8. (8) Reactant: [CH3:1][O:2][CH2:3][CH2:4][O:5][C:6]1[C:7]2[CH:14]=[CH:13][NH:12][C:8]=2[N:9]=[CH:10][N:11]=1.CN(C)C=O.[I:20]N1C(=O)CCC1=O.O. Product: [I:20][C:14]1[C:7]2[C:6]([O:5][CH2:4][CH2:3][O:2][CH3:1])=[N:11][CH:10]=[N:9][C:8]=2[NH:12][CH:13]=1. The catalyst class is: 4. (9) Reactant: [Br:1]Br.C1(P(C2C=CC=CC=2)C2C=CC=CC=2)C=CC=CC=1.N1C=CN=C1.[CH3:27][O:28][C:29](=[O:45])[C:30]1[CH:35]=[CH:34][C:33]([O:36][C:37]2[CH:42]=[CH:41][C:40]([CH2:43]O)=[CH:39][CH:38]=2)=[CH:32][CH:31]=1.C(=O)(O)[O-].[Na+]. Product: [CH3:27][O:28][C:29](=[O:45])[C:30]1[CH:35]=[CH:34][C:33]([O:36][C:37]2[CH:42]=[CH:41][C:40]([CH2:43][Br:1])=[CH:39][CH:38]=2)=[CH:32][CH:31]=1. The catalyst class is: 4.